The task is: Predict which catalyst facilitates the given reaction.. This data is from Catalyst prediction with 721,799 reactions and 888 catalyst types from USPTO. (1) Reactant: C(Cl)(=O)C(Cl)=O.CS(C)=O.[Cl:11][C:12]1[CH:13]=[C:14]([C:18]([CH3:23])([CH3:22])[CH:19]([OH:21])[CH3:20])[CH:15]=[CH:16][CH:17]=1.CCN(CC)CC. Product: [Cl:11][C:12]1[CH:13]=[C:14]([C:18]([CH3:23])([CH3:22])[C:19](=[O:21])[CH3:20])[CH:15]=[CH:16][CH:17]=1. The catalyst class is: 2. (2) Reactant: [C:1]([O:6][CH2:7][CH2:8][O:9][C:10]1[CH:23]=[CH:22][C:21]2[S:20][C:19]3[C:14](=[CH:15][CH:16]=[CH:17][CH:18]=3)[C:13](=[O:24])[C:12]=2[CH:11]=1)(=[O:5])[C:2]([CH3:4])=[CH2:3].B.[Na].CO.O. Product: [OH:24][CH:13]1[C:12]2[CH:11]=[C:10]([O:9][CH2:8][CH2:7][O:6][C:1](=[O:5])[C:2]([CH3:4])=[CH2:3])[CH:23]=[CH:22][C:21]=2[S:20][C:19]2[C:14]1=[CH:15][CH:16]=[CH:17][CH:18]=2. The catalyst class is: 7.